From a dataset of Full USPTO retrosynthesis dataset with 1.9M reactions from patents (1976-2016). Predict the reactants needed to synthesize the given product. (1) Given the product [ClH:28].[ClH:28].[CH2:1]([O:3][C:4]([C@@H:6]1[CH2:15][C@@H:14]2[C@@H:9]([CH2:10][CH2:11][C@H:12]([CH2:16][N:17]3[C:21]([CH3:22])=[C:20]([C:23]([O:25][CH2:26][CH3:27])=[O:24])[N:19]=[CH:18]3)[CH2:13]2)[CH2:8][NH:7]1)=[O:5])[CH3:2], predict the reactants needed to synthesize it. The reactants are: [CH2:1]([O:3][C:4]([C@@H:6]1[CH2:15][C@@H:14]2[C@@H:9]([CH2:10][CH2:11][C@H:12]([CH2:16][N:17]3[C:21]([CH3:22])=[C:20]([C:23]([O:25][CH2:26][CH3:27])=[O:24])[N:19]=[CH:18]3)[CH2:13]2)[CH2:8][NH:7]1)=[O:5])[CH3:2].[ClH:28]. (2) Given the product [C:20]([O:23][C:24]([N:1]([C:24]([O:23][C:20]([CH3:22])([CH3:21])[CH3:19])=[O:25])[C:2]1[C:3]([O:8][C:9]2[CH:10]=[N:11][CH:12]=[C:13]([CH:18]=2)[C:14]([O:16][CH3:17])=[O:15])=[N:4][CH:5]=[CH:6][CH:7]=1)=[O:25])([CH3:22])([CH3:21])[CH3:19], predict the reactants needed to synthesize it. The reactants are: [NH2:1][C:2]1[C:3]([O:8][C:9]2[CH:10]=[N:11][CH:12]=[C:13]([CH:18]=2)[C:14]([O:16][CH3:17])=[O:15])=[N:4][CH:5]=[CH:6][CH:7]=1.[CH3:19][C:20]([O:23][C:24](O[C:24]([O:23][C:20]([CH3:22])([CH3:21])[CH3:19])=[O:25])=[O:25])([CH3:22])[CH3:21]. (3) The reactants are: [CH3:1][C@H:2]1[CH2:7][N:6]([C:8]2[CH:13]=[CH:12][C:11]([N+:14]([O-])=O)=[CH:10][CH:9]=2)[CH2:5][C@@H:4]([CH3:17])[O:3]1.[H][H]. Given the product [CH3:1][C@H:2]1[CH2:7][N:6]([C:8]2[CH:13]=[CH:12][C:11]([NH2:14])=[CH:10][CH:9]=2)[CH2:5][C@@H:4]([CH3:17])[O:3]1, predict the reactants needed to synthesize it. (4) Given the product [N+:19]([C:16]1[CH:17]=[CH:18][C:13]([O:1][C:2]2[CH:3]=[C:4]([CH:9]=[CH:10][CH:11]=2)[C:5]([O:7][CH3:8])=[O:6])=[N:14][CH:15]=1)([O-:21])=[O:20], predict the reactants needed to synthesize it. The reactants are: [OH:1][C:2]1[CH:3]=[C:4]([CH:9]=[CH:10][CH:11]=1)[C:5]([O:7][CH3:8])=[O:6].Cl[C:13]1[CH:18]=[CH:17][C:16]([N+:19]([O-:21])=[O:20])=[CH:15][N:14]=1.C(=O)([O-])[O-].[K+].[K+].CN(C)C=O. (5) Given the product [CH2:37]([C:36]1[CH:35]=[C:34]([C:31]2[CH:30]=[CH:29][C:28]([Cl:27])=[CH:33][CH:32]=2)[N:26]=[C:24]([NH:23][C:13]2[CH:14]=[CH:15][C:16]([N:17]3[CH:21]=[C:20]([CH3:22])[N:19]=[CH:18]3)=[C:11]([O:10][CH3:9])[CH:12]=2)[N:25]=1)[CH2:38][CH2:39][CH3:40], predict the reactants needed to synthesize it. The reactants are: [N+]([O-])(O)=O.[N+]([O-])(O)=O.[CH3:9][O:10][C:11]1[CH:12]=[C:13]([NH:23][C:24]([NH2:26])=[NH:25])[CH:14]=[CH:15][C:16]=1[N:17]1[CH:21]=[C:20]([CH3:22])[N:19]=[CH:18]1.[Cl:27][C:28]1[CH:33]=[CH:32][C:31]([C:34](=O)[C:35]#[C:36][CH2:37][CH2:38][CH2:39][CH3:40])=[CH:30][CH:29]=1.C[O-].[Na+].O. (6) Given the product [CH3:11][N:12]([CH3:14])[CH:13]=[N:8][C:5]1[N:4]=[C:3]([S:2][CH3:1])[S:7][N:6]=1, predict the reactants needed to synthesize it. The reactants are: [CH3:1][S:2][C:3]1[S:7][N:6]=[C:5]([NH2:8])[N:4]=1.CO[CH:11](OC)[N:12]([CH3:14])[CH3:13]. (7) Given the product [CH2:1]([N:8]1[CH2:12][C@H:11]([C:13]2[CH:18]=[CH:17][C:16]([F:19])=[C:15]([F:20])[CH:14]=2)[C@@H:10]([C@@H:21]([O:23][C:27]2[CH:34]=[CH:33][C:30]([C:31]#[N:32])=[CH:29][N:28]=2)[CH3:22])[CH2:9]1)[C:2]1[CH:3]=[CH:4][CH:5]=[CH:6][CH:7]=1, predict the reactants needed to synthesize it. The reactants are: [CH2:1]([N:8]1[CH2:12][C@H:11]([C:13]2[CH:18]=[CH:17][C:16]([F:19])=[C:15]([F:20])[CH:14]=2)[C@@H:10]([C@@H:21]([OH:23])[CH3:22])[CH2:9]1)[C:2]1[CH:7]=[CH:6][CH:5]=[CH:4][CH:3]=1.[H-].[Na+].Cl[C:27]1[CH:34]=[CH:33][C:30]([C:31]#[N:32])=[CH:29][N:28]=1. (8) The reactants are: Cl.[NH2:2][CH2:3][CH2:4][NH:5][C:6](=[O:27])[CH2:7][CH2:8]/[C:9](/[CH3:26])=[CH:10]/[CH2:11][C:12]1[C:13]([OH:25])=[C:14]2[C:18](=[C:19]([CH3:23])[C:20]=1[O:21][CH3:22])[CH2:17][O:16][C:15]2=[O:24].[C:28](O)(=[O:50])[CH2:29][CH2:30]/[CH:31]=[CH:32]\[CH2:33]/[CH:34]=[CH:35]\[CH2:36]/[CH:37]=[CH:38]\[CH2:39]/[CH:40]=[CH:41]\[CH2:42]/[CH:43]=[CH:44]\[CH2:45]/[CH:46]=[CH:47]\[CH2:48][CH3:49].CN(C(ON1N=NC2C=CC=NC1=2)=[N+](C)C)C.F[P-](F)(F)(F)(F)F.CCN(C(C)C)C(C)C. Given the product [OH:25][C:13]1[C:12]([CH2:11]/[CH:10]=[C:9](\[CH3:26])/[CH2:8][CH2:7][C:6]([NH:5][CH2:4][CH2:3][NH:2][C:28](=[O:50])[CH2:29][CH2:30]/[CH:31]=[CH:32]\[CH2:33]/[CH:34]=[CH:35]\[CH2:36]/[CH:37]=[CH:38]\[CH2:39]/[CH:40]=[CH:41]\[CH2:42]/[CH:43]=[CH:44]\[CH2:45]/[CH:46]=[CH:47]\[CH2:48][CH3:49])=[O:27])=[C:20]([O:21][CH3:22])[C:19]([CH3:23])=[C:18]2[C:14]=1[C:15](=[O:24])[O:16][CH2:17]2, predict the reactants needed to synthesize it.